This data is from Full USPTO retrosynthesis dataset with 1.9M reactions from patents (1976-2016). The task is: Predict the reactants needed to synthesize the given product. (1) Given the product [Cl:18][C:15]1[CH:16]=[CH:17][C:12]([CH2:11][N:10]2[C:9]3[C:8](=[O:19])[N:7]([CH2:20][CH2:21][CH2:22][O:23][CH:24]4[CH2:29][CH2:28][CH2:27][CH2:26][O:25]4)[C:6](=[O:30])[N:5]([CH3:31])[C:4]=3[N:3]=[C:2]2[S:33][CH3:32])=[CH:13][CH:14]=1, predict the reactants needed to synthesize it. The reactants are: Br[C:2]1[N:10]([CH2:11][C:12]2[CH:17]=[CH:16][C:15]([Cl:18])=[CH:14][CH:13]=2)[C:9]2[C:8](=[O:19])[N:7]([CH2:20][CH2:21][CH2:22][O:23][CH:24]3[CH2:29][CH2:28][CH2:27][CH2:26][O:25]3)[C:6](=[O:30])[N:5]([CH3:31])[C:4]=2[N:3]=1.[CH3:32][S-:33].[Na+]. (2) The reactants are: [F:1][C:2]1[C:7]([F:8])=[CH:6][CH:5]=[CH:4][C:3]=1[C:9]1[N:17]=[C:12]2[CH:13]=[N:14][NH:15][CH:16]=[C:11]2[N:10]=1.Cl[CH2:19][C:20]1[O:24][N:23]=[C:22]([C:25]2[CH:30]=[CH:29][C:28]([O:31][CH2:32][CH2:33][CH2:34][O:35][CH3:36])=[CH:27][CH:26]=2)[CH:21]=1. Given the product [F:1][C:2]1[C:7]([F:8])=[CH:6][CH:5]=[CH:4][C:3]=1[C:9]1[N:17]=[C:12]2[CH:13]=[N:14][N:15]([CH2:19][C:20]3[O:24][N:23]=[C:22]([C:25]4[CH:30]=[CH:29][C:28]([O:31][CH2:32][CH2:33][CH2:34][O:35][CH3:36])=[CH:27][CH:26]=4)[CH:21]=3)[CH:16]=[C:11]2[N:10]=1, predict the reactants needed to synthesize it. (3) Given the product [Br:68][C:62]1[CH:63]=[C:64]([F:67])[CH:65]=[CH:66][C:61]=1[C:49]1[C:46]([CH3:47])=[N:76][N:75]([CH3:74])[C:50]=1[NH:51][C:52]1[C:57]([F:58])=[CH:56][CH:55]=[CH:54][C:53]=1[Cl:59], predict the reactants needed to synthesize it. The reactants are: CC(C)([O-])C.[K+].BrC1C=C(F)C=CC=1CC(=O)C.C(C(C1C=CC(F)=CC=1Br)C#N)(=O)C.ClC1C=CC=C(F)C=1N=C=S.IC.[C:46]([CH:49]([C:61]1[CH:66]=[CH:65][C:64]([F:67])=[CH:63][C:62]=1[Br:68])[C:50](=S)[NH:51][C:52]1[C:57]([F:58])=[CH:56][CH:55]=[CH:54][C:53]=1[Cl:59])(=O)[CH3:47].O.C(O)(=O)C.[CH3:74][NH:75][NH2:76]. (4) Given the product [F:30][C:29]1[CH:28]=[CH:27][CH:26]=[C:25]([F:31])[C:24]=1[CH2:23][O:22][C:21]1[C:16]2[N:17]([C:13]([C:11]([NH:10][CH:3]3[CH2:2][CH:1]4[N:9]([CH2:33][CH3:34])[CH:5]([CH2:6][CH2:7][CH2:8]4)[CH2:4]3)=[O:12])=[C:14]([CH3:32])[N:15]=2)[CH:18]=[CH:19][CH:20]=1, predict the reactants needed to synthesize it. The reactants are: [CH:1]12[NH:9][CH:5]([CH2:6][CH2:7][CH2:8]1)[CH2:4][CH:3]([NH:10][C:11]([C:13]1[N:17]3[CH:18]=[CH:19][CH:20]=[C:21]([O:22][CH2:23][C:24]4[C:29]([F:30])=[CH:28][CH:27]=[CH:26][C:25]=4[F:31])[C:16]3=[N:15][C:14]=1[CH3:32])=[O:12])[CH2:2]2.[CH2:33]1COC[CH2:34]1.[H-].[Na+].ICC. (5) The reactants are: [C:1]([CH2:3][NH:4][C:5]([C@@H:7]1[CH2:12][CH2:11][CH2:10][CH2:9][C@H:8]1[CH2:13][S:14]([C:17]1[CH:22]=[CH:21][C:20]([S:23][CH3:24])=[CH:19][CH:18]=1)(=[O:16])=[O:15])=[O:6])#[N:2].[C:25](C(N)(S)C)([O:27][C:28]([CH3:31])([CH3:30])[CH3:29])=[O:26].C(=O)([O-])[O-].[Cs+].[Cs+].C(OCC)(=O)C.[C:48](#[N:50])C. Given the product [C:1]([CH2:3][NH:4][C:5]([C@@H:7]1[CH2:12][CH2:11][CH2:10][CH2:9][C@H:8]1[CH2:13][S:14]([C:17]1[CH:22]=[CH:21][C:20]([S:23][CH2:24][CH2:48][NH:50][C:25]([O:27][C:28]([CH3:29])([CH3:30])[CH3:31])=[O:26])=[CH:19][CH:18]=1)(=[O:16])=[O:15])=[O:6])#[N:2], predict the reactants needed to synthesize it. (6) Given the product [CH3:16][O:15][C:10](=[O:14])/[CH:11]=[C:12](/[C:2]1[CH:9]=[CH:8][C:5]([CH2:6][OH:7])=[CH:4][CH:3]=1)\[CH3:13], predict the reactants needed to synthesize it. The reactants are: Br[C:2]1[CH:9]=[CH:8][C:5]([CH2:6][OH:7])=[CH:4][CH:3]=1.[C:10]([O:15][CH3:16])(=[O:14])/[CH:11]=[CH:12]/[CH3:13]. (7) Given the product [CH3:17][NH:16][N:13]1[CH2:12][CH2:11][N:10]([C:8]2[CH:7]=[CH:6][N:5]=[C:4]([CH3:3])[CH:9]=2)[CH2:15][CH2:14]1, predict the reactants needed to synthesize it. The reactants are: [Li].[H-].[CH3:3][C:4]1[CH:9]=[C:8]([N:10]2[CH2:15][CH2:14][N:13]([NH:16][CH:17]=O)[CH2:12][CH2:11]2)[CH:7]=[CH:6][N:5]=1.Cl.C(=O)([O-])[O-].[K+].[K+]. (8) Given the product [C:22]1([CH:13]([NH:12][C:10]2[C:9]3[C:4](=[CH:5][CH:6]=[CH:7][CH:8]=3)[N:3]=[C:2]([C:36]3[CH:35]=[CH:34][C:33]([NH:32][S:29]([CH3:28])(=[O:30])=[O:31])=[CH:38][CH:37]=3)[N:11]=2)[CH2:14][CH2:15][C:16]2[CH:21]=[CH:20][CH:19]=[CH:18][CH:17]=2)[CH:27]=[CH:26][CH:25]=[CH:24][CH:23]=1, predict the reactants needed to synthesize it. The reactants are: Cl[C:2]1[N:11]=[C:10]([NH:12][CH:13]([C:22]2[CH:27]=[CH:26][CH:25]=[CH:24][CH:23]=2)[CH2:14][CH2:15][C:16]2[CH:21]=[CH:20][CH:19]=[CH:18][CH:17]=2)[C:9]2[C:4](=[CH:5][CH:6]=[CH:7][CH:8]=2)[N:3]=1.[CH3:28][S:29]([NH:32][C:33]1[CH:38]=[CH:37][C:36](B(O)O)=[CH:35][CH:34]=1)(=[O:31])=[O:30].C1(C(C2C=CC=CN=2)CNC2C3C(=CC=CC=3)N=C(C3C=CC(NS(C)(=O)=O)=CC=3)N=2)C=CC=CC=1. (9) Given the product [F:1][C:2]([F:9])([F:8])/[CH:3]=[CH:4]/[C:5]([N:30]1[CH2:29][CH2:28][C:27]2([CH2:32][CH2:33][CH2:34][N:25]([C:21]3[CH:20]=[C:19]([CH3:18])[CH:24]=[CH:23][N:22]=3)[CH2:26]2)[CH2:31]1)=[O:6], predict the reactants needed to synthesize it. The reactants are: [F:1][C:2]([F:9])([F:8])/[CH:3]=[CH:4]/[C:5](O)=[O:6].C(Cl)(=O)C(Cl)=O.Cl.Cl.[CH3:18][C:19]1[CH:24]=[CH:23][N:22]=[C:21]([N:25]2[CH2:34][CH2:33][CH2:32][C:27]3([CH2:31][NH:30][CH2:29][CH2:28]3)[CH2:26]2)[CH:20]=1.CCOP(O)N(C(C)C)C(C)C. (10) The reactants are: [NH3:1].[S:2]1[CH:6]=[CH:5][CH:4]=[C:3]1[C:7]1[N:11]2[N:12]=[C:13]([S:16][CH2:17][C:18]([O:20]CC)=O)[CH:14]=[CH:15][C:10]2=[N:9][N:8]=1. Given the product [S:2]1[CH:6]=[CH:5][CH:4]=[C:3]1[C:7]1[N:11]2[N:12]=[C:13]([S:16][CH2:17][C:18]([NH2:1])=[O:20])[CH:14]=[CH:15][C:10]2=[N:9][N:8]=1, predict the reactants needed to synthesize it.